From a dataset of NCI-60 drug combinations with 297,098 pairs across 59 cell lines. Regression. Given two drug SMILES strings and cell line genomic features, predict the synergy score measuring deviation from expected non-interaction effect. (1) Drug 1: COC1=CC(=CC(=C1O)OC)C2C3C(COC3=O)C(C4=CC5=C(C=C24)OCO5)OC6C(C(C7C(O6)COC(O7)C8=CC=CS8)O)O. Drug 2: CS(=O)(=O)CCNCC1=CC=C(O1)C2=CC3=C(C=C2)N=CN=C3NC4=CC(=C(C=C4)OCC5=CC(=CC=C5)F)Cl. Cell line: NCI-H226. Synergy scores: CSS=35.9, Synergy_ZIP=7.80, Synergy_Bliss=11.7, Synergy_Loewe=-1.31, Synergy_HSA=10.4. (2) Drug 1: CC1=CC=C(C=C1)C2=CC(=NN2C3=CC=C(C=C3)S(=O)(=O)N)C(F)(F)F. Drug 2: C1CNP(=O)(OC1)N(CCCl)CCCl. Cell line: A549. Synergy scores: CSS=-1.95, Synergy_ZIP=1.24, Synergy_Bliss=-0.114, Synergy_Loewe=-2.47, Synergy_HSA=-2.11. (3) Drug 1: CNC(=O)C1=CC=CC=C1SC2=CC3=C(C=C2)C(=NN3)C=CC4=CC=CC=N4. Drug 2: N.N.Cl[Pt+2]Cl. Cell line: CAKI-1. Synergy scores: CSS=2.67, Synergy_ZIP=-3.66, Synergy_Bliss=-3.68, Synergy_Loewe=-2.93, Synergy_HSA=-2.98. (4) Drug 2: COCCOC1=C(C=C2C(=C1)C(=NC=N2)NC3=CC=CC(=C3)C#C)OCCOC.Cl. Drug 1: CCN(CC)CCNC(=O)C1=C(NC(=C1C)C=C2C3=C(C=CC(=C3)F)NC2=O)C. Synergy scores: CSS=9.43, Synergy_ZIP=-3.21, Synergy_Bliss=-5.25, Synergy_Loewe=-35.0, Synergy_HSA=-4.72. Cell line: U251. (5) Drug 1: CC1=C(C=C(C=C1)NC2=NC=CC(=N2)N(C)C3=CC4=NN(C(=C4C=C3)C)C)S(=O)(=O)N.Cl. Drug 2: CCN(CC)CCCC(C)NC1=C2C=C(C=CC2=NC3=C1C=CC(=C3)Cl)OC. Cell line: HCC-2998. Synergy scores: CSS=47.9, Synergy_ZIP=13.2, Synergy_Bliss=4.13, Synergy_Loewe=-20.6, Synergy_HSA=-4.83. (6) Drug 2: COCCOC1=C(C=C2C(=C1)C(=NC=N2)NC3=CC=CC(=C3)C#C)OCCOC.Cl. Synergy scores: CSS=-1.83, Synergy_ZIP=4.61, Synergy_Bliss=7.87, Synergy_Loewe=-7.47, Synergy_HSA=-0.0244. Drug 1: CN1C(=O)N2C=NC(=C2N=N1)C(=O)N. Cell line: DU-145. (7) Drug 1: CC12CCC3C(C1CCC2O)C(CC4=C3C=CC(=C4)O)CCCCCCCCCS(=O)CCCC(C(F)(F)F)(F)F. Drug 2: C1C(C(OC1N2C=NC(=NC2=O)N)CO)O. Cell line: SK-OV-3. Synergy scores: CSS=-9.82, Synergy_ZIP=4.86, Synergy_Bliss=1.27, Synergy_Loewe=-2.30, Synergy_HSA=-4.93. (8) Drug 1: CN1C2=C(C=C(C=C2)N(CCCl)CCCl)N=C1CCCC(=O)O.Cl. Drug 2: C1=NNC2=C1C(=O)NC=N2. Cell line: NCIH23. Synergy scores: CSS=0.200, Synergy_ZIP=-3.95, Synergy_Bliss=-9.34, Synergy_Loewe=-10.9, Synergy_HSA=-8.94. (9) Drug 1: C1=CC=C(C(=C1)C(C2=CC=C(C=C2)Cl)C(Cl)Cl)Cl. Drug 2: COC1=NC(=NC2=C1N=CN2C3C(C(C(O3)CO)O)O)N. Cell line: MCF7. Synergy scores: CSS=-0.197, Synergy_ZIP=0.557, Synergy_Bliss=1.51, Synergy_Loewe=-0.735, Synergy_HSA=-1.36.